From a dataset of Forward reaction prediction with 1.9M reactions from USPTO patents (1976-2016). Predict the product of the given reaction. Given the reactants [Br:1][C:2]1[CH:9]=[CH:8][C:5]([CH:6]=O)=[CH:4][CH:3]=1.[NH:10]1[C:19]2[C:14](=[CH:15][CH:16]=[CH:17][CH:18]=2)[CH2:13][CH2:12][CH2:11]1.C(O[BH-](OC(=O)C)OC(=O)C)(=O)C.[Na+].C(O)(=O)C.C(=O)([O-])O.[Na+], predict the reaction product. The product is: [Br:1][C:2]1[CH:9]=[CH:8][C:5]([CH2:6][N:10]2[C:19]3[C:14](=[CH:15][CH:16]=[CH:17][CH:18]=3)[CH2:13][CH2:12][CH2:11]2)=[CH:4][CH:3]=1.